Dataset: Full USPTO retrosynthesis dataset with 1.9M reactions from patents (1976-2016). Task: Predict the reactants needed to synthesize the given product. (1) The reactants are: [CH2:1]1[C:10]2[C:5](=[CH:6][CH:7]=[CH:8][CH:9]=2)[CH2:4][CH2:3][N:2]1[CH2:11][CH:12]([OH:28])[CH2:13][N:14]1[CH2:19][CH2:18][N:17](C(OC(C)(C)C)=O)[CH2:16][C:15]1=[O:27].Cl.C(OCC)(=O)C. Given the product [CH2:1]1[C:10]2[C:5](=[CH:6][CH:7]=[CH:8][CH:9]=2)[CH2:4][CH2:3][N:2]1[CH2:11][CH:12]([OH:28])[CH2:13][N:14]1[CH2:19][CH2:18][NH:17][CH2:16][C:15]1=[O:27], predict the reactants needed to synthesize it. (2) Given the product [C:26]([N:23]1[CH2:24][CH2:25][N:20]([C:17]2[CH:18]=[CH:19][C:14]([CH2:13][CH2:12][C:9]3[S:8][C:7]([CH2:6][CH2:5][OH:4])=[CH:11][CH:10]=3)=[N:15][CH:16]=2)[CH2:21][CH2:22]1)(=[O:28])[CH3:27], predict the reactants needed to synthesize it. The reactants are: C([O:4][CH2:5][CH2:6][C:7]1[S:8][C:9]([CH2:12][CH2:13][C:14]2[CH:19]=[CH:18][C:17]([N:20]3[CH2:25][CH2:24][N:23]([C:26](=[O:28])[CH3:27])[CH2:22][CH2:21]3)=[CH:16][N:15]=2)=[CH:10][CH:11]=1)(=O)C.[OH-].[Na+].O.Cl. (3) Given the product [Cl:6][C:7]1[N:12]=[C:11]([CH3:13])[C:10]([S:14]([N:3]([CH2:4][CH3:5])[CH2:1][CH3:2])(=[O:16])=[O:15])=[CH:9][CH:8]=1, predict the reactants needed to synthesize it. The reactants are: [CH2:1]([NH:3][CH2:4][CH3:5])[CH3:2].[Cl:6][C:7]1[N:12]=[C:11]([CH3:13])[C:10]([S:14](Cl)(=[O:16])=[O:15])=[CH:9][CH:8]=1. (4) Given the product [Cl:1][C:2]1[C:11]2[C:6](=[CH:7][CH:8]=[CH:9][CH:10]=2)[N:5]=[C:4]([N:12]2[CH2:18][CH2:17][CH2:16][C:15]3[CH:19]=[CH:20][C:21]([O:23][CH2:27][CH3:28])=[CH:22][C:14]=3[CH2:13]2)[CH:3]=1, predict the reactants needed to synthesize it. The reactants are: [Cl:1][C:2]1[C:11]2[C:6](=[CH:7][CH:8]=[CH:9][CH:10]=2)[N:5]=[C:4]([N:12]2[CH2:18][CH2:17][CH2:16][C:15]3[CH:19]=[CH:20][C:21]([OH:23])=[CH:22][C:14]=3[CH2:13]2)[CH:3]=1.[H-].[Na+].Br[CH2:27][CH3:28]. (5) Given the product [CH2:14]([CH:3]([CH2:1][CH3:2])[CH2:4][S:5][C:6]1[CH:7]=[C:8]([CH:9]([OH:10])[CH2:17][C:16]#[N:18])[CH:11]=[CH:12][CH:13]=1)[CH3:15], predict the reactants needed to synthesize it. The reactants are: [CH2:1]([CH:3]([CH2:14][CH3:15])[CH2:4][S:5][C:6]1[CH:7]=[C:8]([CH:11]=[CH:12][CH:13]=1)[CH:9]=[O:10])[CH3:2].[C:16](#[N:18])[CH3:17].